From a dataset of Reaction yield outcomes from USPTO patents with 853,638 reactions. Predict the reaction yield, written as a fraction of the theoretical maximum amount of product (1.0 means a 100% yield; for example, 0.34 means a 34% yield). The reactants are [CH3:1][C:2]([C:5]1[S:6][CH:7]=[C:8]([C:10]2[CH:15]=[CH:14][N:13]=[CH:12][CH:11]=2)[N:9]=1)([CH3:4])[CH3:3].[Br:16]Br.S(=O)(=O)(O)[O-].[Na+].[OH-].[Na+]. The catalyst is C(O)(=O)C.N1C=CC=CC=1. The product is [Br:16][C:7]1[S:6][C:5]([C:2]([CH3:1])([CH3:3])[CH3:4])=[N:9][C:8]=1[C:10]1[CH:11]=[CH:12][N:13]=[CH:14][CH:15]=1. The yield is 0.730.